This data is from Peptide-MHC class I binding affinity with 185,985 pairs from IEDB/IMGT. The task is: Regression. Given a peptide amino acid sequence and an MHC pseudo amino acid sequence, predict their binding affinity value. This is MHC class I binding data. (1) The peptide sequence is GVNDTEAHA. The MHC is HLA-B46:01 with pseudo-sequence HLA-B46:01. The binding affinity (normalized) is 0.0847. (2) The peptide sequence is GTEEIRSLF. The MHC is HLA-B15:09 with pseudo-sequence HLA-B15:09. The binding affinity (normalized) is 0.0847. (3) The peptide sequence is HLKRTILAL. The MHC is HLA-A24:02 with pseudo-sequence HLA-A24:02. The binding affinity (normalized) is 0.0847. (4) The peptide sequence is APRQPGLMA. The MHC is HLA-B27:05 with pseudo-sequence HLA-B27:05. The binding affinity (normalized) is 0.0847. (5) The peptide sequence is YTAVVPLVY. The MHC is HLA-B42:01 with pseudo-sequence HLA-B42:01. The binding affinity (normalized) is 0.